From a dataset of Catalyst prediction with 721,799 reactions and 888 catalyst types from USPTO. Predict which catalyst facilitates the given reaction. (1) Reactant: [NH:1]1[C:9]2[C:4](=[CH:5][CH:6]=[CH:7][CH:8]=2)[C:3]([CH2:10][C:11]([O:13][CH2:14][CH3:15])=[O:12])=[CH:2]1.[Br:16]N1C(=O)CCC1=O.[C:24]([O:31]C(OC(C)(C)C)=O)(=O)[O:25][C:26]([CH3:29])([CH3:28])[CH3:27].CCN(C(C)C)C(C)C. Product: [Br:16][C:2]1[N:1]([C:24]([O:25][C:26]([CH3:29])([CH3:28])[CH3:27])=[O:31])[C:9]2[C:4]([C:3]=1[CH2:10][C:11]([O:13][CH2:14][CH3:15])=[O:12])=[CH:5][CH:6]=[CH:7][CH:8]=2. The catalyst class is: 64. (2) Reactant: [Br:1][C:2]1[C:7]2=[N:8][C:9]([C:12]([OH:14])=O)=[CH:10][N:11]=[C:6]2[CH:5]=[N:4][CH:3]=1.C(N1C=CN=C1)([N:17]1C=CN=C1)=O.[Cl-].[NH4+].C(N(CC)CC)C. Product: [Br:1][C:2]1[C:7]2=[N:8][C:9]([C:12]([NH2:17])=[O:14])=[CH:10][N:11]=[C:6]2[CH:5]=[N:4][CH:3]=1. The catalyst class is: 4.